Dataset: Full USPTO retrosynthesis dataset with 1.9M reactions from patents (1976-2016). Task: Predict the reactants needed to synthesize the given product. Given the product [NH:1]1[C:9]2[C:4](=[CH:5][CH:6]=[C:7]([C:10]([O:12][CH3:13])=[O:11])[CH:8]=2)[CH:3]=[CH:2]1, predict the reactants needed to synthesize it. The reactants are: [NH:1]1[C:9]2[C:4](=[CH:5][CH:6]=[C:7]([C:10]([OH:12])=[O:11])[CH:8]=2)[CH:3]=[CH:2]1.[C:13](=O)([O-])[O-].[K+].[K+].IC.O.